This data is from CYP2C19 inhibition data for predicting drug metabolism from PubChem BioAssay. The task is: Regression/Classification. Given a drug SMILES string, predict its absorption, distribution, metabolism, or excretion properties. Task type varies by dataset: regression for continuous measurements (e.g., permeability, clearance, half-life) or binary classification for categorical outcomes (e.g., BBB penetration, CYP inhibition). Dataset: cyp2c19_veith. (1) The compound is O=C(c1cccc(F)c1)N1CCC2(CCCN(Cc3ccncc3)C2)CC1. The result is 1 (inhibitor). (2) The molecule is CCOC(=O)CCN1C(=O)[C@@H]2CC=C3C(=O)[C@H]4O[C@H]4[C@@H](O)[C@H]3[C@H]2C1=O. The result is 0 (non-inhibitor). (3) The drug is NS(=O)(=O)c1ccc(N=C2C(=O)Nc3ccccc32)cc1. The result is 0 (non-inhibitor). (4) The result is 0 (non-inhibitor). The molecule is CCOC(=O)c1c(NC(=S)NC(=O)c2cnn(CC)c2)sc2c1CCC(C)C2. (5) The drug is N[C@@H](C(=O)O)c1ccc(P(=O)(O)O)cc1. The result is 1 (inhibitor). (6) The molecule is C=CCCC(=O)Nc1nc(C)c(-c2csc(Nc3ccc(Cl)cc3)n2)s1. The result is 1 (inhibitor).